From a dataset of Forward reaction prediction with 1.9M reactions from USPTO patents (1976-2016). Predict the product of the given reaction. (1) Given the reactants [F:1][C:2](F)(F)[C:3]([OH:5])=O.C(C1C=CC(NC(C2C=C(OC)C(OC)=CC=2F)C2NC(=O)N(C3C=CC=CC=3C(O)=O)N=2)=CC=1)(=N)N.[CH3:45][O:46][C:47]1[CH:48]=[C:49]([CH2:55]O)[CH:50]=[C:51]([CH2:53][OH:54])[CH:52]=1.[H-].[Na+].FCCI, predict the reaction product. The product is: [F:1][CH2:2][CH2:3][O:5][CH2:55][C:49]1[CH:50]=[C:51]([CH2:53][OH:54])[CH:52]=[C:47]([O:46][CH3:45])[CH:48]=1. (2) Given the reactants [CH3:1][N:2]1[C:10]2[C:5](=[N:6][CH:7]=[CH:8][CH:9]=2)[NH:4][C:3]1=[O:11].[N:12]([CH2:15][C:16]1[CH:21]=[CH:20][CH:19]=[CH:18][C:17]=1[CH3:22])=[C:13]=[O:14], predict the reaction product. The product is: [CH3:22][C:17]1[CH:18]=[CH:19][CH:20]=[CH:21][C:16]=1[CH2:15][NH:12][C:13]([N:4]1[C:5]2=[N:6][CH:7]=[CH:8][CH:9]=[C:10]2[N:2]([CH3:1])[C:3]1=[O:11])=[O:14].